Dataset: Full USPTO retrosynthesis dataset with 1.9M reactions from patents (1976-2016). Task: Predict the reactants needed to synthesize the given product. (1) Given the product [OH:1][CH2:2][CH2:3][C:4]1[CH:9]=[CH:8][C:7]([N:10]2[CH2:14][CH2:13][O:12][C:11]2=[O:16])=[CH:6][CH:5]=1, predict the reactants needed to synthesize it. The reactants are: [OH:1][CH2:2][CH2:3][C:4]1[CH:9]=[CH:8][C:7]([NH:10][C:11](=[O:16])[O:12][CH2:13][CH2:14]Cl)=[CH:6][CH:5]=1.[OH-].[K+].O. (2) Given the product [Cl:52][C:37]1[CH:38]=[CH:39][C:34]2[O:33][C:32]3([OH:50])[C:42]4[C:47]([C:48](=[O:49])[C:31]3([NH:30][C:6]([CH:2]3[CH2:3][CH2:4][CH2:5][O:1]3)=[O:8])[C:35]=2[CH:36]=1)=[CH:46][CH:45]=[CH:44][CH:43]=4, predict the reactants needed to synthesize it. The reactants are: [O:1]1[CH2:5][CH2:4][CH2:3][CH:2]1[C:6]([OH:8])=O.CCN=C=NCCCN(C)C.C1C=CC2N(O)N=NC=2C=1.[NH2:30][C:31]12[C:48](=[O:49])[C:47]3[C:42](=[CH:43][CH:44]=[CH:45][CH:46]=3)[C:32]1([OH:50])[O:33][C:34]1[C:39](CC)=[CH:38][CH:37]=[CH:36][C:35]=12.C(Cl)[Cl:52].